From a dataset of Full USPTO retrosynthesis dataset with 1.9M reactions from patents (1976-2016). Predict the reactants needed to synthesize the given product. The reactants are: [CH3:1][C:2]1[C:11]2[C:12]3[C:17]([CH2:18][CH2:19][N+:10]=2[CH:9]=[C:8]2[C:3]=1[CH:4]=[CH:5][C:6]1[O:26][CH2:25][O:24][C:7]=12)=[CH:16][C:15]([O:20][CH3:21])=[C:14]([O:22][CH3:23])[CH:13]=3.[Cl-:27].CC1C2C3C(CC[N+]=2C=C2C=1C=CC1OCOC=12)=CC(OC)=C(O)C=3.[O-2].[Al+3].[O-2].[O-2].[Al+3]. Given the product [CH3:1][C:2]1[C:11]2[C:12]3[C:17]([CH2:18][CH2:19][N+:10]=2[CH:9]=[C:8]2[C:3]=1[CH:4]=[CH:5][C:6]1[O:26][CH2:25][O:24][C:7]=12)=[CH:16][C:15]([O:20][CH3:21])=[C:14]([O:22][CH3:23])[CH:13]=3.[Cl-:27], predict the reactants needed to synthesize it.